This data is from Catalyst prediction with 721,799 reactions and 888 catalyst types from USPTO. The task is: Predict which catalyst facilitates the given reaction. (1) Reactant: [Cl:1][C:2]1[CH:7]=[C:6]([C:8]#[C:9][C:10]2[N:11]=[C:12]([CH3:23])[N:13]([C:15]3[CH:20]=[C:19]([F:21])[CH:18]=[C:17]([F:22])[CH:16]=3)[CH:14]=2)[CH:5]=[CH:4][N:3]=1.[CH:24]([N-]C(C)C)(C)C.[Li+].IC. Product: [Cl:1][C:2]1[CH:7]=[C:6]([C:8]#[C:9][C:10]2[N:11]=[C:12]([CH3:23])[N:13]([C:15]3[CH:20]=[C:19]([F:21])[CH:18]=[C:17]([F:22])[CH:16]=3)[C:14]=2[CH3:24])[CH:5]=[CH:4][N:3]=1. The catalyst class is: 1. (2) Product: [CH3:34][O:28][C:26](=[O:27])/[CH:24]=[CH:25]/[C:5]1[CH:8]=[CH:9][C:2]([F:1])=[CH:3][C:4]=1[CH:10]1[O:18][C:17](=[O:19])[CH:16]2[CH:11]1[C@H:12]1[O:20][CH:15]2[CH2:14][CH2:13]1. The catalyst class is: 10. Reactant: [F:1][C:2]1[CH:9]=[CH:8][C:5](C=O)=[C:4]([CH:10]2[O:18][C:17](=[O:19])[CH:16]3[CH:11]2[CH:12]2[O:20][CH:15]3[CH2:14][CH2:13]2)[CH:3]=1.[Cl-].[Li+].C[C:24](P(OC)(O)=O)([C:26]([O-:28])=[O:27])[CH3:25].[CH2:34]1CCN2C(=NCCC2)CC1.C([O-])(O)=O.[Na+]. (3) Reactant: [OH:1][C:2]1[CH:3]=[C:4]([CH:7]=[CH:8][C:9]=1[OH:10])[CH:5]=[O:6].[CH3:11][O:12][CH2:13][CH2:14]Cl.C(=O)([O-])[O-].[K+].[K+].[I-].[K+].[CH3:24][CH2:25][O:26][C:27](C)=O. Product: [CH3:11][O:12][CH2:13][CH2:14][O:1][C:2]1[CH:3]=[C:4]([CH:7]=[CH:8][C:9]=1[O:10][CH2:24][CH2:25][O:26][CH3:27])[CH:5]=[O:6]. The catalyst class is: 3. (4) Reactant: Br[C:2]1[C:3]([C:29]#[N:30])=[C:4]([CH:26]=[CH:27][CH:28]=1)[O:5][C:6]1[CH:24]=[CH:23][C:9]([C:10]([NH:12][CH2:13][C:14]2[C:15]([OH:22])=[N:16][C:17]([CH3:21])=[CH:18][C:19]=2[CH3:20])=[O:11])=[CH:8][C:7]=1[Cl:25].C(OC([N:38]1[CH:42]=[C:41](B2OC(C)(C)C(C)(C)O2)[CH:40]=[N:39]1)=O)(C)(C)C.C(=O)([O-])[O-].[Na+].[Na+]. Product: [Cl:25][C:7]1[CH:8]=[C:9]([CH:23]=[CH:24][C:6]=1[O:5][C:4]1[CH:26]=[CH:27][CH:28]=[C:2]([C:41]2[CH:42]=[N:38][NH:39][CH:40]=2)[C:3]=1[C:29]#[N:30])[C:10]([NH:12][CH2:13][C:14]1[C:15]([OH:22])=[N:16][C:17]([CH3:21])=[CH:18][C:19]=1[CH3:20])=[O:11]. The catalyst class is: 70.